This data is from Full USPTO retrosynthesis dataset with 1.9M reactions from patents (1976-2016). The task is: Predict the reactants needed to synthesize the given product. (1) Given the product [NH:11]1[C:15]2[CH:16]=[CH:17][CH:18]=[CH:19][C:14]=2[N:13]=[C:12]1[C@H:8]([NH:9][C:10]([NH:33][CH2:32][C:27]1[CH:28]=[CH:29][CH:30]=[CH:31][C:26]=1[O:25][CH:24]([F:34])[F:23])=[O:20])[CH2:7][C:6]1[CH:21]=[CH:22][C:3]([O:2][CH3:1])=[CH:4][CH:5]=1, predict the reactants needed to synthesize it. The reactants are: [CH3:1][O:2][C:3]1[CH:22]=[CH:21][C:6]([CH2:7][C@@H:8]2[C:12]3=[N:13][C:14]4[CH:19]=[CH:18][CH:17]=[CH:16][C:15]=4[N:11]3[C:10](=[O:20])[NH:9]2)=[CH:5][CH:4]=1.[F:23][CH:24]([F:34])[O:25][C:26]1[CH:31]=[CH:30][CH:29]=[CH:28][C:27]=1[CH2:32][NH2:33].C(O)(C(F)(F)F)=O. (2) Given the product [CH3:18][O:17][C@@H:5]([CH2:6][C:7]1[CH:8]=[CH:9][C:10]([C:13]#[C:14][CH2:15][O:35][C:33]2[CH:32]=[CH:31][C:30]3[C:26]([C:20]4[CH:25]=[CH:24][CH:23]=[CH:22][CH:21]=4)=[CH:27][O:28][C:29]=3[CH:34]=2)=[CH:11][CH:12]=1)[C:4]([OH:3])=[O:19], predict the reactants needed to synthesize it. The reactants are: C([O:3][C:4](=[O:19])[C@@H:5]([O:17][CH3:18])[CH2:6][C:7]1[CH:12]=[CH:11][C:10]([C:13]#[C:14][CH2:15]Cl)=[CH:9][CH:8]=1)C.[C:20]1([C:26]2[C:30]3[CH:31]=[CH:32][C:33]([OH:35])=[CH:34][C:29]=3[O:28][CH:27]=2)[CH:25]=[CH:24][CH:23]=[CH:22][CH:21]=1.[Na+].[I-].